Predict the reactants needed to synthesize the given product. From a dataset of Full USPTO retrosynthesis dataset with 1.9M reactions from patents (1976-2016). (1) Given the product [CH3:28][O:1][C:2]1[CH:3]=[C:4]2[C:9](=[CH:10][C:11]=1[CH3:12])[O:8][C:7]1([CH2:21][C:20]([CH3:22])([CH3:23])[C:19]3[C:14](=[CH:15][C:16]([CH3:25])=[C:17]([O:24][CH2:37][C:38]([OH:40])=[O:39])[CH:18]=3)[O:13]1)[CH2:6][C:5]2([CH3:27])[CH3:26], predict the reactants needed to synthesize it. The reactants are: [OH:1][C:2]1[CH:3]=[C:4]2[C:9](=[CH:10][C:11]=1[CH3:12])[O:8][C:7]1([CH2:21][C:20]([CH3:23])([CH3:22])[C:19]3[C:14](=[CH:15][C:16]([CH3:25])=[C:17]([OH:24])[CH:18]=3)[O:13]1)[CH2:6][C:5]2([CH3:27])[CH3:26].[C:28](=O)([O-])[O-].[K+].[K+].IC.Br[CH2:37][C:38]([O:40]CC)=[O:39].[OH-].[Na+]. (2) Given the product [CH2:7]([O:4][C:1]1[CH:11]=[CH:10][C:9]2[C:18](=[O:19])[NH:17][CH2:16][CH2:12][CH2:13][C:8]=2[CH:7]=1)[C:8]1[CH:13]=[CH:12][CH:11]=[CH:10][CH:9]=1, predict the reactants needed to synthesize it. The reactants are: [C:1](=[O:4])([O-])[O-].[K+].[K+].[CH2:7](Br)[C:8]1[CH:13]=[CH:12][CH:11]=[CH:10][CH:9]=1.O.[CH3:16][N:17](C)[CH:18]=[O:19].